This data is from Reaction yield outcomes from USPTO patents with 853,638 reactions. The task is: Predict the reaction yield, written as a fraction of the theoretical maximum amount of product (1.0 means a 100% yield; for example, 0.34 means a 34% yield). (1) The reactants are Cl[C:2]1[C:7]([C:8]#[N:9])=[CH:6][CH:5]=[CH:4][N:3]=1.[SH:10][CH2:11][C:12]([O:14][CH2:15][CH3:16])=[O:13].C(=O)([O-])[O-].[Na+].[Na+].CCO. The catalyst is O. The product is [NH2:9][C:8]1[C:7]2[C:2](=[N:3][CH:4]=[CH:5][CH:6]=2)[S:10][C:11]=1[C:12]([O:14][CH2:15][CH3:16])=[O:13]. The yield is 0.932. (2) The yield is 0.530. The reactants are [CH3:1][C:2]1[CH:10]=[CH:9][C:5]([C:6]([OH:8])=O)=[CH:4][C:3]=1[NH:11][C:12]([C:14]1[S:22][C:17]2=[N:18][CH:19]=[CH:20][N:21]=[C:16]2[CH:15]=1)=[O:13].[NH2:23][C:24]1[CH:25]=[C:26]([C:30]([F:33])([F:32])[F:31])[CH:27]=[CH:28][CH:29]=1.CN(C(ON1N=NC2C=CC=CC1=2)=[N+](C)C)C.[B-](F)(F)(F)F.CCN(C(C)C)C(C)C.C(O)(=O)CC(CC(O)=O)(C(O)=O)O. The catalyst is CN(C=O)C. The product is [CH3:1][C:2]1[CH:10]=[CH:9][C:5]([C:6](=[O:8])[NH:23][C:24]2[CH:29]=[CH:28][CH:27]=[C:26]([C:30]([F:31])([F:32])[F:33])[CH:25]=2)=[CH:4][C:3]=1[NH:11][C:12]([C:14]1[S:22][C:17]2=[N:18][CH:19]=[CH:20][N:21]=[C:16]2[CH:15]=1)=[O:13]. (3) The reactants are [CH2:1]([O:8][C:9](=[O:18])[NH:10][C@H:11]1[CH2:16][CH2:15][C@@H:14]([NH2:17])[CH2:13][CH2:12]1)[C:2]1[CH:7]=[CH:6][CH:5]=[CH:4][CH:3]=1.Cl[C:20]1[CH:29]=[C:28]([CH3:30])[C:27]2[C:22](=[CH:23][CH:24]=[CH:25][CH:26]=2)[N:21]=1. The catalyst is CC(O)C. The product is [CH2:1]([O:8][C:9](=[O:18])[NH:10][C@H:11]1[CH2:16][CH2:15][C@@H:14]([NH:17][C:20]2[CH:29]=[C:28]([CH3:30])[C:27]3[C:22](=[CH:23][CH:24]=[CH:25][CH:26]=3)[N:21]=2)[CH2:13][CH2:12]1)[C:2]1[CH:3]=[CH:4][CH:5]=[CH:6][CH:7]=1. The yield is 0.530. (4) The reactants are [CH2:1]([C@@H:5]1[NH:10][CH2:9][C@H:8]([CH:11]([CH3:13])[CH3:12])[NH:7][C:6]1=[O:14])[CH:2]([CH3:4])[CH3:3].[F:15][C:16]1[CH:21]=[CH:20][C:19]([C:22]2[O:26][N:25]=[C:24]([C:27](O)=[O:28])[CH:23]=2)=[CH:18][CH:17]=1.C([C@@H]1N(C(=O)/C=C/C2C=CC=CC=2)C[C@H](CC(C)C)NC1=O)C(C)C. No catalyst specified. The product is [F:15][C:16]1[CH:17]=[CH:18][C:19]([C:22]2[O:26][N:25]=[C:24]([C:27]([N:10]3[CH2:9][C@H:8]([CH:11]([CH3:13])[CH3:12])[NH:7][C:6](=[O:14])[C@@H:5]3[CH2:1][CH:2]([CH3:4])[CH3:3])=[O:28])[CH:23]=2)=[CH:20][CH:21]=1. The yield is 0.440. (5) The reactants are [C:1]([OH:5])(=[O:4])[CH2:2][OH:3].C(N(CC)CC)C.[CH2:13](Br)[C:14]1[CH:19]=[CH:18][CH:17]=[CH:16][CH:15]=1.C(OCC)(=O)C. The catalyst is CC(C)=O.ClCCl. The product is [C:1]([O:5][CH2:13][C:14]1[CH:19]=[CH:18][CH:17]=[CH:16][CH:15]=1)(=[O:4])[CH2:2][OH:3]. The yield is 0.510.